From a dataset of Peptide-MHC class I binding affinity with 185,985 pairs from IEDB/IMGT. Regression. Given a peptide amino acid sequence and an MHC pseudo amino acid sequence, predict their binding affinity value. This is MHC class I binding data. The peptide sequence is EVKQDEDGSF. The MHC is HLA-A26:01 with pseudo-sequence HLA-A26:01. The binding affinity (normalized) is 0.608.